From a dataset of Forward reaction prediction with 1.9M reactions from USPTO patents (1976-2016). Predict the product of the given reaction. (1) Given the reactants [CH3:1][N:2]([CH2:13][C:14]1[N:18]([CH2:19][C@H:20]2[CH2:25][CH2:24][CH2:23][NH:22][CH2:21]2)[C:17]2[CH:26]=[CH:27][CH:28]=[CH:29][C:16]=2[N:15]=1)[C@@H:3]1[C:12]2[N:11]=[CH:10][CH:9]=[CH:8][C:7]=2[CH2:6][CH2:5][CH2:4]1.[NH:30]1[CH:34]=[CH:33][N:32]=[C:31]1[CH:35]=O.C(OC)(OC)OC.[BH4-].[Na+], predict the reaction product. The product is: [NH:30]1[CH:34]=[CH:33][N:32]=[C:31]1[CH2:35][N:22]1[CH2:23][CH2:24][CH2:25][C@H:20]([CH2:19][N:18]2[C:17]3[CH:26]=[CH:27][CH:28]=[CH:29][C:16]=3[N:15]=[C:14]2[CH2:13][N:2]([CH3:1])[C@@H:3]2[C:12]3[N:11]=[CH:10][CH:9]=[CH:8][C:7]=3[CH2:6][CH2:5][CH2:4]2)[CH2:21]1. (2) Given the reactants [OH-].[Na+].[CH2:3]([N:8]1[C:16]2[C:11](=[CH:12][CH:13]=[CH:14][CH:15]=2)[C:10]([C:17]([O:19]C)=[O:18])=[N:9]1)[CH2:4][CH2:5][CH2:6][CH3:7], predict the reaction product. The product is: [CH2:3]([N:8]1[C:16]2[C:11](=[CH:12][CH:13]=[CH:14][CH:15]=2)[C:10]([C:17]([OH:19])=[O:18])=[N:9]1)[CH2:4][CH2:5][CH2:6][CH3:7].